From a dataset of Full USPTO retrosynthesis dataset with 1.9M reactions from patents (1976-2016). Predict the reactants needed to synthesize the given product. (1) Given the product [Cl:1][C:2]1[CH:3]=[C:4]([NH:17][C:18]2[CH:36]=[CH:35][CH:34]=[CH:33][C:19]=2[CH2:20][NH:21][C:22](=[O:32])[CH2:23][P:24](=[O:25])([OH:28])[OH:31])[CH:5]=[CH:6][C:7]=1[C:8]([C:10]1[CH:15]=[CH:14][CH:13]=[CH:12][C:11]=1[CH3:16])=[O:9], predict the reactants needed to synthesize it. The reactants are: [Cl:1][C:2]1[CH:3]=[C:4]([NH:17][C:18]2[CH:36]=[CH:35][CH:34]=[CH:33][C:19]=2[CH2:20][NH:21][C:22](=[O:32])[CH2:23][P:24](=[O:31])([O:28]CC)[O:25]CC)[CH:5]=[CH:6][C:7]=1[C:8]([C:10]1[CH:15]=[CH:14][CH:13]=[CH:12][C:11]=1[CH3:16])=[O:9].C[Si](Br)(C)C. (2) Given the product [C:1]1([O:7][S:8]([O-:11])(=[O:10])=[O:9])[CH:2]=[CH:3][CH:4]=[CH:5][CH:6]=1.[CH3:22][C:23]1[CH:24]=[CH:25][C:26]([I+:29][C:30]2[CH:35]=[CH:34][C:33]([CH2:36][CH:37]([CH3:39])[CH3:38])=[CH:32][CH:31]=2)=[CH:27][CH:28]=1, predict the reactants needed to synthesize it. The reactants are: [C:1]1([O:7][S:8]([O-:11])(=[O:10])=[O:9])[CH:6]=[CH:5][CH:4]=[CH:3][CH:2]=1.C[N+](C)(C)C.S([O-])(O)(=O)=O.[CH3:22][C:23]1[CH:28]=[CH:27][C:26]([I+:29][C:30]2[CH:35]=[CH:34][C:33]([CH2:36][CH:37]([CH3:39])[CH3:38])=[CH:32][CH:31]=2)=[CH:25][CH:24]=1.C(Cl)Cl. (3) Given the product [Br:15][C:16]1[CH:23]=[CH:22][CH:21]=[CH:20][C:17]=1[CH2:18][N:4]1[CH:5]=[CH:6][CH:7]=[C:8]([C:9]([O:11][CH3:12])=[O:10])[C:3]1=[O:2], predict the reactants needed to synthesize it. The reactants are: Cl.[O:2]=[C:3]1[C:8]([C:9]([O:11][CH3:12])=[O:10])=[CH:7][CH:6]=[CH:5][NH:4]1.[H-].[Na+].[Br:15][C:16]1[CH:23]=[CH:22][CH:21]=[CH:20][C:17]=1[CH2:18]Br. (4) Given the product [C:12]([O:15][CH2:1][CH2:2][CH2:3][CH2:4][C:5]#[C:6]/[CH:7]=[CH:8]\[CH2:9][CH3:10])(=[O:14])[CH3:13], predict the reactants needed to synthesize it. The reactants are: [CH2:1](Cl)[CH2:2][CH2:3][CH2:4][C:5]#[C:6]/[CH:7]=[CH:8]\[CH2:9][CH3:10].[C:12]([O-:15])(=[O:14])[CH3:13].[Na+].CN(C)C(=O)C. (5) Given the product [NH:11]1[C:15]2[CH:16]=[CH:17][CH:18]=[CH:19][C:14]=2[N:13]=[C:12]1[C@H:8]([NH:9][C:10]([NH:33][CH2:32][CH2:31][C:28]1[CH:27]=[CH:26][C:25]([O:24][CH3:23])=[CH:30][N:29]=1)=[O:20])[CH2:7][C:6]1[CH:21]=[CH:22][C:3]([O:2][CH3:1])=[CH:4][CH:5]=1, predict the reactants needed to synthesize it. The reactants are: [CH3:1][O:2][C:3]1[CH:22]=[CH:21][C:6]([CH2:7][C@@H:8]2[C:12]3=[N:13][C:14]4[CH:19]=[CH:18][CH:17]=[CH:16][C:15]=4[N:11]3[C:10](=[O:20])[NH:9]2)=[CH:5][CH:4]=1.[CH3:23][O:24][C:25]1[CH:26]=[CH:27][C:28]([CH2:31][CH2:32][NH2:33])=[N:29][CH:30]=1.C(O)(C(F)(F)F)=O. (6) The reactants are: [OH:1][C:2]1[CH:7]=[CH:6][C:5]([CH2:8][CH2:9][C:10]([O:12][CH2:13][CH3:14])=[O:11])=[CH:4][C:3]=1[O:15][CH3:16].[CH2:17](Br)[CH:18]=[CH2:19].C(=O)([O-])[O-].[K+].[K+].CN(C=O)C. Given the product [CH3:16][O:15][C:3]1[CH:4]=[C:5]([CH2:8][CH2:9][C:10]([O:12][CH2:13][CH3:14])=[O:11])[CH:6]=[CH:7][C:2]=1[O:1][CH2:19][CH:18]=[CH2:17], predict the reactants needed to synthesize it. (7) Given the product [F:42][CH:2]([F:1])[C:3]1[N:7]([C:8]2[N:9]=[C:10]([N:30]3[CH2:31][CH2:32][O:33][CH2:34][CH2:35]3)[C:11]3[N:16]=[N:15][N:14]([CH:17]4[CH2:18][CH2:19][NH:20][CH2:21][CH2:22]4)[C:12]=3[N:13]=2)[C:6]2[CH:36]=[CH:37][CH:38]=[C:39]([O:40][CH3:41])[C:5]=2[N:4]=1, predict the reactants needed to synthesize it. The reactants are: [F:1][CH:2]([F:42])[C:3]1[N:7]([C:8]2[N:9]=[C:10]([N:30]3[CH2:35][CH2:34][O:33][CH2:32][CH2:31]3)[C:11]3[N:16]=[N:15][N:14]([CH:17]4[CH2:22][CH2:21][N:20](C(OC(C)(C)C)=O)[CH2:19][CH2:18]4)[C:12]=3[N:13]=2)[C:6]2[CH:36]=[CH:37][CH:38]=[C:39]([O:40][CH3:41])[C:5]=2[N:4]=1.C(O)(C(F)(F)F)=O.N.